Dataset: Reaction yield outcomes from USPTO patents with 853,638 reactions. Task: Predict the reaction yield, written as a fraction of the theoretical maximum amount of product (1.0 means a 100% yield; for example, 0.34 means a 34% yield). The reactants are [C:1]([O:8][CH3:9])(=[O:7])[CH2:2][C:3]([O:5][CH3:6])=[O:4].C([O-])([O-])=O.[K+].[K+].F[C:17]1[CH:22]=[CH:21][C:20]([N+:23]([O-:25])=[O:24])=[CH:19][C:18]=1[F:26]. The catalyst is CN(C=O)C. The product is [F:26][C:18]1[CH:19]=[C:20]([N+:23]([O-:25])=[O:24])[CH:21]=[CH:22][C:17]=1[CH:2]([C:1]([O:8][CH3:9])=[O:7])[C:3]([O:5][CH3:6])=[O:4]. The yield is 0.760.